This data is from NCI-60 drug combinations with 297,098 pairs across 59 cell lines. The task is: Regression. Given two drug SMILES strings and cell line genomic features, predict the synergy score measuring deviation from expected non-interaction effect. (1) Drug 1: CS(=O)(=O)OCCCCOS(=O)(=O)C. Drug 2: CC12CCC3C(C1CCC2OP(=O)(O)O)CCC4=C3C=CC(=C4)OC(=O)N(CCCl)CCCl.[Na+]. Cell line: 786-0. Synergy scores: CSS=7.25, Synergy_ZIP=-0.952, Synergy_Bliss=4.53, Synergy_Loewe=2.11, Synergy_HSA=2.49. (2) Drug 1: CC1CCC2CC(C(=CC=CC=CC(CC(C(=O)C(C(C(=CC(C(=O)CC(OC(=O)C3CCCCN3C(=O)C(=O)C1(O2)O)C(C)CC4CCC(C(C4)OC)OCCO)C)C)O)OC)C)C)C)OC. Drug 2: C1CN1C2=NC(=NC(=N2)N3CC3)N4CC4. Cell line: T-47D. Synergy scores: CSS=32.6, Synergy_ZIP=-8.05, Synergy_Bliss=-2.22, Synergy_Loewe=-3.40, Synergy_HSA=0.584. (3) Synergy scores: CSS=7.42, Synergy_ZIP=3.99, Synergy_Bliss=5.60, Synergy_Loewe=6.69, Synergy_HSA=5.99. Cell line: UACC62. Drug 1: CC1CCC2CC(C(=CC=CC=CC(CC(C(=O)C(C(C(=CC(C(=O)CC(OC(=O)C3CCCCN3C(=O)C(=O)C1(O2)O)C(C)CC4CCC(C(C4)OC)OCCO)C)C)O)OC)C)C)C)OC. Drug 2: C1=CC=C(C(=C1)C(C2=CC=C(C=C2)Cl)C(Cl)Cl)Cl. (4) Drug 1: C1CC(CNC1)C2=CC=C(C=C2)N3C=C4C=CC=C(C4=N3)C(=O)N. Drug 2: CCC1=C2N=C(C=C(N2N=C1)NCC3=C[N+](=CC=C3)[O-])N4CCCCC4CCO. Cell line: T-47D. Synergy scores: CSS=29.0, Synergy_ZIP=-0.870, Synergy_Bliss=-2.97, Synergy_Loewe=-6.99, Synergy_HSA=-0.144. (5) Drug 1: COCCOC1=C(C=C2C(=C1)C(=NC=N2)NC3=CC=CC(=C3)C#C)OCCOC.Cl. Drug 2: CC1C(C(CC(O1)OC2CC(CC3=C2C(=C4C(=C3O)C(=O)C5=CC=CC=C5C4=O)O)(C(=O)C)O)N)O. Cell line: CAKI-1. Synergy scores: CSS=53.3, Synergy_ZIP=-2.60, Synergy_Bliss=-3.11, Synergy_Loewe=2.50, Synergy_HSA=4.16. (6) Drug 1: CC1C(C(CC(O1)OC2CC(CC3=C2C(=C4C(=C3O)C(=O)C5=C(C4=O)C(=CC=C5)OC)O)(C(=O)C)O)N)O.Cl. Drug 2: C1=CC=C(C=C1)NC(=O)CCCCCCC(=O)NO. Cell line: MCF7. Synergy scores: CSS=27.0, Synergy_ZIP=4.17, Synergy_Bliss=5.94, Synergy_Loewe=0.621, Synergy_HSA=7.09.